This data is from Catalyst prediction with 721,799 reactions and 888 catalyst types from USPTO. The task is: Predict which catalyst facilitates the given reaction. Reactant: [Cl:1][C:2]1[C:3]([CH:8]([NH2:25])[C:9]2[CH:18]=[C:17]3[C:12]([CH:13]=[CH:14][C:15]([C:19]4[CH:24]=[CH:23][CH:22]=[CH:21][CH:20]=4)=[N:16]3)=[CH:11][CH:10]=2)=[N:4][CH:5]=[CH:6][N:7]=1.C(Cl)CCl.C1C=CC2N(O)N=NC=2C=1.[CH2:40]=[C:41]1[CH2:44][CH:43]([C:45](O)=[O:46])[CH2:42]1. Product: [Cl:1][C:2]1[C:3]([CH:8]([NH:25][C:45]([CH:43]2[CH2:44][C:41](=[CH2:40])[CH2:42]2)=[O:46])[C:9]2[CH:18]=[C:17]3[C:12]([CH:13]=[CH:14][C:15]([C:19]4[CH:24]=[CH:23][CH:22]=[CH:21][CH:20]=4)=[N:16]3)=[CH:11][CH:10]=2)=[N:4][CH:5]=[CH:6][N:7]=1. The catalyst class is: 2.